Dataset: Retrosynthesis with 50K atom-mapped reactions and 10 reaction types from USPTO. Task: Predict the reactants needed to synthesize the given product. Given the product CCN(CC)C(=O)COc1ccc(C(=O)CCl)cc1, predict the reactants needed to synthesize it. The reactants are: CCN(CC)C(=O)COc1ccccc1.O=C(Cl)CCl.